Task: Predict the reactants needed to synthesize the given product.. Dataset: Full USPTO retrosynthesis dataset with 1.9M reactions from patents (1976-2016) Given the product [CH:1]1([C:4]2[C:12]3[C:7](=[N:8][CH:9]=[CH:10][C:11]=3[O:13][C:14]3[C:15]([F:22])=[CH:16][C:17]([NH:18][C:24]4[CH:29]=[C:28]([C:30]([F:33])([F:31])[F:32])[N:27]=[C:26]([NH2:34])[N:25]=4)=[CH:19][C:20]=3[F:21])[NH:6][CH:5]=2)[CH2:3][CH2:2]1, predict the reactants needed to synthesize it. The reactants are: [CH:1]1([C:4]2[C:12]3[C:7](=[N:8][CH:9]=[CH:10][C:11]=3[O:13][C:14]3[C:20]([F:21])=[CH:19][C:17]([NH2:18])=[CH:16][C:15]=3[F:22])[NH:6][CH:5]=2)[CH2:3][CH2:2]1.Cl[C:24]1[CH:29]=[C:28]([C:30]([F:33])([F:32])[F:31])[N:27]=[C:26]([NH2:34])[N:25]=1.Cl.[OH-].[Na+].